From a dataset of Reaction yield outcomes from USPTO patents with 853,638 reactions. Predict the reaction yield, written as a fraction of the theoretical maximum amount of product (1.0 means a 100% yield; for example, 0.34 means a 34% yield). (1) The reactants are C([CH:3]([CH2:10][CH2:11][CH2:12][CH2:13][CH3:14])[CH2:4][CH2:5][C:6]([O:8][CH3:9])=[O:7])=O.[BH4-].[Na+].[OH-].[Na+]. The catalyst is C(O)C. The product is [CH2:10]([CH:3]1[CH2:9][O:8][C:6](=[O:7])[CH2:5][CH2:4]1)[CH2:11][CH2:12][CH2:13][CH3:14]. The yield is 0.861. (2) The reactants are [Si:1]([O:8][CH2:9][C:10]1[CH:11]=[N:12][CH:13]=[CH:14][C:15]=1[NH:16][C:17](=[O:25])OC1C=CC=CC=1)([C:4]([CH3:7])([CH3:6])[CH3:5])([CH3:3])[CH3:2].CN(C1C=CC=CN=1)C.[CH3:35][CH:36]1[CH2:41][CH2:40][N:39]([C:42]2[C:47]([CH2:48][NH2:49])=[CH:46][CH:45]=[C:44]([C:50]([F:53])([F:52])[F:51])[N:43]=2)[CH2:38][CH2:37]1. The catalyst is C(#N)C. The product is [Si:1]([O:8][CH2:9][C:10]1[CH:11]=[N:12][CH:13]=[CH:14][C:15]=1[NH:16][C:17]([NH:49][CH2:48][C:47]1[C:42]([N:39]2[CH2:40][CH2:41][CH:36]([CH3:35])[CH2:37][CH2:38]2)=[N:43][C:44]([C:50]([F:53])([F:51])[F:52])=[CH:45][CH:46]=1)=[O:25])([C:4]([CH3:5])([CH3:6])[CH3:7])([CH3:2])[CH3:3]. The yield is 0.920. (3) The reactants are CN1CCOCC1.[N+:8]([C:11]1[N:12]([CH2:16][C:17]([OH:19])=O)[CH:13]=[CH:14][N:15]=1)([O-:10])=[O:9].ClC(OCC(C)C)=O.Cl.[F:29][C:30](=[CH2:33])[CH2:31][NH2:32]. The catalyst is C1COCC1. The product is [N+:8]([C:11]1[N:12]([CH2:16][C:17]([NH:32][CH2:31][C:30]([F:29])=[CH2:33])=[O:19])[CH:13]=[CH:14][N:15]=1)([O-:10])=[O:9]. The yield is 0.500. (4) The reactants are S(O)(O)(=O)=O.[C:6](=[NH:10])([O:8][CH3:9])[NH2:7].C[O-].[Na+].[C:14]([C:16]1[CH:21]=[CH:20][CH:19]=[CH:18][C:17]=1[C:22]1[CH:27]=[CH:26][C:25]([CH2:28][CH:29]([C:34](=O)[CH2:35][CH2:36][CH2:37][CH3:38])[C:30](OC)=[O:31])=[CH:24][CH:23]=1)#[N:15]. The catalyst is CO. The product is [CH2:35]([C:34]1[N:10]=[C:6]([O:8][CH3:9])[NH:7][C:30](=[O:31])[C:29]=1[CH2:28][C:25]1[CH:24]=[CH:23][C:22]([C:17]2[C:16]([C:14]#[N:15])=[CH:21][CH:20]=[CH:19][CH:18]=2)=[CH:27][CH:26]=1)[CH2:36][CH2:37][CH3:38]. The yield is 0.370. (5) The reactants are Br[C:2]1[CH:14]=[C:13]([CH:15]=[CH2:16])[CH:12]=[CH:11][C:3]=1[C:4]([O:6][C:7]([CH3:10])([CH3:9])[CH3:8])=[O:5].[Cu][C:18]#[N:19]. The catalyst is CN(C=O)C.O. The product is [C:18]([C:2]1[CH:14]=[C:13]([CH:15]=[CH2:16])[CH:12]=[CH:11][C:3]=1[C:4]([O:6][C:7]([CH3:10])([CH3:9])[CH3:8])=[O:5])#[N:19]. The yield is 0.720. (6) The reactants are [C:1]([O:5][C:6](=[O:49])[N:7]([CH2:38][CH2:39][CH2:40][NH:41][C:42]([O:44][C:45]([CH3:48])([CH3:47])[CH3:46])=[O:43])[CH2:8][CH2:9][CH2:10][CH2:11][N:12]([C:31]([O:33][C:34]([CH3:37])([CH3:36])[CH3:35])=[O:32])[CH2:13][CH2:14][CH2:15][NH:16][CH2:17][CH2:18][CH2:19][N:20]1[C:28](=[O:29])[C:27]2[C:22](=[CH:23][CH:24]=[CH:25][CH:26]=2)[C:21]1=[O:30])([CH3:4])([CH3:3])[CH3:2].[O:50](C(OC(C)(C)C)=O)[C:51]([O:53][C:54]([CH3:57])([CH3:56])[CH3:55])=O.O. The catalyst is C1COCC1. The product is [C:54]([O:53][C:51](=[O:50])[N:16]([CH2:15][CH2:14][CH2:13][N:12]([C:31]([O:33][C:34]([CH3:36])([CH3:37])[CH3:35])=[O:32])[CH2:11][CH2:10][CH2:9][CH2:8][N:7]([C:6]([O:5][C:1]([CH3:2])([CH3:3])[CH3:4])=[O:49])[CH2:38][CH2:39][CH2:40][NH:41][C:42]([O:44][C:45]([CH3:48])([CH3:47])[CH3:46])=[O:43])[CH2:17][CH2:18][CH2:19][N:20]1[C:21](=[O:30])[C:22]2[C:27](=[CH:26][CH:25]=[CH:24][CH:23]=2)[C:28]1=[O:29])([CH3:57])([CH3:56])[CH3:55]. The yield is 0.560.